From a dataset of HIV replication inhibition screening data with 41,000+ compounds from the AIDS Antiviral Screen. Binary Classification. Given a drug SMILES string, predict its activity (active/inactive) in a high-throughput screening assay against a specified biological target. The molecule is CCN=C(NNc1ccc([N+](=O)[O-])cc1)P(=O)(OC(C)C)OC(C)C. The result is 0 (inactive).